From a dataset of Full USPTO retrosynthesis dataset with 1.9M reactions from patents (1976-2016). Predict the reactants needed to synthesize the given product. (1) The reactants are: [NH2:1][C:2]1[C:10]([Br:11])=[CH:9][CH:8]=[CH:7][C:3]=1[C:4](O)=[O:5].[C:12](N1C=CN=C1)([N:14]1C=CN=C1)=O.CN.C1COCC1. Given the product [NH2:1][C:2]1[C:10]([Br:11])=[CH:9][CH:8]=[CH:7][C:3]=1[C:4]([NH:14][CH3:12])=[O:5], predict the reactants needed to synthesize it. (2) Given the product [N+:1]([C:4]1[CH:8]=[N:7][N:6]([CH2:12][O:13][CH2:14][CH2:15][Si:16]([CH3:19])([CH3:18])[CH3:17])[N:5]=1)([O-:3])=[O:2], predict the reactants needed to synthesize it. The reactants are: [N+:1]([C:4]1[N:5]=[N:6][NH:7][CH:8]=1)([O-:3])=[O:2].[H-].[Na+].Cl[CH2:12][O:13][CH2:14][CH2:15][Si:16]([CH3:19])([CH3:18])[CH3:17]. (3) Given the product [F:24][C:25]1[CH:30]=[CH:29][C:28]([NH:31][C:32]([N:12]2[CH2:13][CH2:14][CH:9]([C:7](=[O:8])[C:6]3[CH:5]=[CH:4][C:3]([F:2])=[CH:16][CH:15]=3)[CH2:10][CH2:11]2)=[S:33])=[CH:27][CH:26]=1, predict the reactants needed to synthesize it. The reactants are: Cl.[F:2][C:3]1[CH:16]=[CH:15][C:6]([C:7]([CH:9]2[CH2:14][CH2:13][NH:12][CH2:11][CH2:10]2)=[O:8])=[CH:5][CH:4]=1.C(N(CC)CC)C.[F:24][C:25]1[CH:30]=[CH:29][C:28]([N:31]=[C:32]=[S:33])=[CH:27][CH:26]=1. (4) Given the product [O:13]1[C:14]2[CH:20]=[CH:19][CH:18]=[CH:17][C:15]=2[N:16]=[C:12]1[CH:10]([OH:11])[C@@H:6]([NH:5][C:3](=[O:4])[C@@H:2]([NH:1][CH:32]1[CH2:33][CH2:34][O:29][CH2:30][CH2:31]1)[CH2:21][S:22]([CH2:25][CH:26]1[CH2:27][CH2:28]1)(=[O:23])=[O:24])[CH2:7][CH2:8][CH3:9], predict the reactants needed to synthesize it. The reactants are: [NH2:1][C@@H:2]([CH2:21][S:22]([CH2:25][CH:26]1[CH2:28][CH2:27]1)(=[O:24])=[O:23])[C:3]([NH:5][C@H:6]([CH:10]([C:12]1[O:13][C:14]2[CH:20]=[CH:19][CH:18]=[CH:17][C:15]=2[N:16]=1)[OH:11])[CH2:7][CH2:8][CH3:9])=[O:4].[O:29]1[CH2:34][CH2:33][C:32](=O)[CH2:31][CH2:30]1. (5) Given the product [CH3:35][N:36]1[C:40]([C:2]2[N:3]=[C:4]3[C:10]([C:11]4[CH:16]=[CH:15][CH:14]=[CH:13][CH:12]=4)=[C:9]([C:17]4[CH:18]=[CH:19][C:20]([C:23]5([NH:27][C:28](=[O:34])[O:29][C:30]([CH3:32])([CH3:33])[CH3:31])[CH2:26][CH2:25][CH2:24]5)=[CH:21][CH:22]=4)[O:8][C:5]3=[N:6][CH:7]=2)=[CH:39][CH:38]=[N:37]1, predict the reactants needed to synthesize it. The reactants are: Cl[C:2]1[N:3]=[C:4]2[C:10]([C:11]3[CH:16]=[CH:15][CH:14]=[CH:13][CH:12]=3)=[C:9]([C:17]3[CH:22]=[CH:21][C:20]([C:23]4([NH:27][C:28](=[O:34])[O:29][C:30]([CH3:33])([CH3:32])[CH3:31])[CH2:26][CH2:25][CH2:24]4)=[CH:19][CH:18]=3)[O:8][C:5]2=[N:6][CH:7]=1.[CH3:35][N:36]1[C:40](B2OC(C)(C)C(C)(C)O2)=[CH:39][CH:38]=[N:37]1.P([O-])([O-])([O-])=O.[K+].[K+].[K+].O.